This data is from Reaction yield outcomes from USPTO patents with 853,638 reactions. The task is: Predict the reaction yield, written as a fraction of the theoretical maximum amount of product (1.0 means a 100% yield; for example, 0.34 means a 34% yield). (1) The reactants are Cl[C:2]1[N:6]([CH3:7])[N:5]=[CH:4][C:3]=1[NH:8][C:9]([C:11]1[N:12]=[C:13]([C:24]2[C:29]([F:30])=[CH:28][CH:27]=[CH:26][C:25]=2[F:31])[S:14][C:15]=1[NH:16]C(=O)OC(C)(C)C)=[O:10].O.O.[F-].[K+].[O:36]1[CH2:41][CH:40]=[C:39](B2OC(C)(C)C(C)(C)O2)[CH2:38][CH2:37]1. The catalyst is C1COCC1.C1C=CC(/C=C/C(/C=C/C2C=CC=CC=2)=O)=CC=1.C1C=CC(/C=C/C(/C=C/C2C=CC=CC=2)=O)=CC=1.C1C=CC(/C=C/C(/C=C/C2C=CC=CC=2)=O)=CC=1.[Pd].[Pd].F[B-](F)(F)F.C([PH+](C(C)(C)C)C(C)(C)C)(C)(C)C. The product is [NH2:16][C:15]1[S:14][C:13]([C:24]2[C:29]([F:30])=[CH:28][CH:27]=[CH:26][C:25]=2[F:31])=[N:12][C:11]=1[C:9]([NH:8][C:3]1[CH:4]=[N:5][N:6]([CH3:7])[C:2]=1[C:39]1[CH2:40][CH2:41][O:36][CH2:37][CH:38]=1)=[O:10]. The yield is 0.170. (2) The reactants are N1C2C(=C(N3CCN(CC4CCC5C(=CC=CC=5)N4)CC3)C=CC=2)C=C1.[F:27][C:28]1[CH:29]=[C:30]2[C:35](=[CH:36][CH:37]=1)[N:34]=[C:33]([CH2:38][N:39]1[CH2:44][CH2:43][N:42]([C:45]3[CH:53]=[CH:52][CH:51]=[C:50]4[C:46]=3[CH:47]=[CH:48][NH:49]4)[CH2:41][CH2:40]1)[CH:32]=[CH:31]2. No catalyst specified. The product is [F:27][C:28]1[CH:29]=[C:30]2[C:35](=[CH:36][CH:37]=1)[NH:34][CH:33]([CH2:38][N:39]1[CH2:44][CH2:43][N:42]([C:45]3[CH:53]=[CH:52][CH:51]=[C:50]4[C:46]=3[CH:47]=[CH:48][NH:49]4)[CH2:41][CH2:40]1)[CH2:32][CH2:31]2. The yield is 0.590. (3) The reactants are [C:1]([Br:5])(Br)(Br)Br.[CH3:6][C:7]1[CH:12]=[CH:11][C:10]([S:13]([O:16][C@@H:17]2[CH2:21][O:20][C@@H:19]3[C@H](O)[CH2:23][O:24][C@H:18]23)(=[O:15])=[O:14])=[CH:9][CH:8]=1.C1(P(C2C=CC=CC=2)C2C=CC=CC=2)C=CC=CC=1.O. The catalyst is N1C=CC=CC=1. The product is [CH3:6][C:7]1[CH:12]=[CH:11][C:10]([S:13]([O:16][C@@H:17]2[CH2:21][O:20][C@@H:19]3[C@@H:1]([Br:5])[CH2:23][O:24][C@H:18]23)(=[O:15])=[O:14])=[CH:9][CH:8]=1. The yield is 0.430. (4) The reactants are C([O:3][C:4]([C:6]1[N:38]([CH2:39][O:40][CH2:41][CH2:42][Si:43]([CH3:46])([CH3:45])[CH3:44])[C:9]2[N:10]=[CH:11][N:12]=[C:13]([O:14][C:15]3[CH:20]=[CH:19][C:18]([NH:21][C:22]([C:24]4([C:27](=[O:36])[NH:28][C:29]5[CH:34]=[CH:33][C:32]([F:35])=[CH:31][CH:30]=5)[CH2:26][CH2:25]4)=[O:23])=[CH:17][C:16]=3[F:37])[C:8]=2[CH:7]=1)=[O:5])C.[F-].C([N+](CCCC)(CCCC)CCCC)CCC. The catalyst is C(OCC)(=O)C. The product is [F:37][C:16]1[CH:17]=[C:18]([NH:21][C:22]([C:24]2([C:27](=[O:36])[NH:28][C:29]3[CH:30]=[CH:31][C:32]([F:35])=[CH:33][CH:34]=3)[CH2:25][CH2:26]2)=[O:23])[CH:19]=[CH:20][C:15]=1[O:14][C:13]1[C:8]2[CH:7]=[C:6]([C:4]([OH:5])=[O:3])[N:38]([CH2:39][O:40][CH2:41][CH2:42][Si:43]([CH3:46])([CH3:45])[CH3:44])[C:9]=2[N:10]=[CH:11][N:12]=1. The yield is 0.740. (5) The catalyst is [Pd].CO. The reactants are [N+:1]([C:4]1[C:9]([OH:10])=[CH:8][CH:7]=[CH:6][C:5]=1[OH:11])([O-])=O.[C:12](OC(=O)C)(=[O:14])[CH3:13].[H][H]. The product is [OH:11][C:5]1[CH:6]=[CH:7][CH:8]=[C:9]([OH:10])[C:4]=1[NH:1][C:12](=[O:14])[CH3:13]. The yield is 0.650. (6) The reactants are [CH3:1][S:2]([C:5]1[CH:12]=[CH:11][C:8]([CH2:9][NH2:10])=[CH:7][CH:6]=1)(=[O:4])=[O:3].[C:13]([O:17][C:18](O[C:18]([O:17][C:13]([CH3:16])([CH3:15])[CH3:14])=[O:19])=[O:19])([CH3:16])([CH3:15])[CH3:14]. No catalyst specified. The product is [CH3:1][S:2]([C:5]1[CH:12]=[CH:11][C:8]([CH2:9][NH:10][C:18](=[O:19])[O:17][C:13]([CH3:16])([CH3:15])[CH3:14])=[CH:7][CH:6]=1)(=[O:3])=[O:4]. The yield is 0.840. (7) The reactants are [C:1](OC(=O)C)(=[O:3])[CH3:2].S(C)C.[Br:11][C:12]1[CH:13]=[C:14]2[C:19](=[CH:20][CH:21]=1)[CH:18]=[C:17]([O:22][CH3:23])[CH:16]=[CH:15]2.C([O-])(O)=O.[Na+].C([O-])([O-])=O.[Na+].[Na+].CI. The catalyst is C(Cl)Cl. The product is [Br:11][C:12]1[CH:13]=[C:14]2[C:19](=[CH:20][CH:21]=1)[C:18]([C:1](=[O:3])[CH3:2])=[C:17]([O:22][CH3:23])[CH:16]=[CH:15]2. The yield is 0.850. (8) The reactants are C([N:3]([CH2:6][CH3:7])[CH2:4]C)C.C1C=CC([O:14]P(OC2C=CC=CC=2)(N=[N+]=[N-])=O)=CC=1.C1(C)C=CC=CC=1.[Cl:34][C:35]1[CH:40]=[CH:39][C:38]([S:41]([CH:44]([C:51]2[CH:56]=[C:55]([F:57])[CH:54]=[CH:53][C:52]=2[F:58])[CH2:45]CCC(O)=O)(=[O:43])=[O:42])=[CH:37][CH:36]=1.[CH3:59][C:60]([OH:63])([CH3:62])[CH3:61]. The catalyst is ClCCl.CCCCCC. The product is [Cl:34][C:35]1[CH:36]=[CH:37][C:38]([S:41]([CH:44]([C:51]2[CH:56]=[C:55]([F:57])[CH:54]=[CH:53][C:52]=2[F:58])[CH2:45][CH2:7][CH2:6][NH:3][C:4](=[O:14])[O:63][C:60]([CH3:62])([CH3:61])[CH3:59])(=[O:43])=[O:42])=[CH:39][CH:40]=1. The yield is 0.510. (9) The catalyst is CCOCC. The product is [OH:30][C@H:31]1[C@@H:29]([OH:40])[CH2:28][N:27]([C:26]2[CH:11]=[CH:10][C:9]([C:12]3[NH:17][C:16](=[O:18])[C:15]([C:19]([OH:21])=[O:20])=[C:14]([OH:23])[C:13]=3[CH2:24][CH3:25])=[CH:8][CH:7]=2)[CH2:32]1. The reactants are N1(C2[CH:11]=[CH:10][C:9]([C:12]3[NH:17][C:16](=[O:18])[C:15]([C:19]([O:21]C)=[O:20])=[C:14]([OH:23])[C:13]=3[CH2:24][CH3:25])=[CH:8][CH:7]=2)CC=CC1.[CH3:26][N+:27]1([O-])[CH2:32][CH2:31][O:30][CH2:29][CH2:28]1.[Li+].[I-].Cl.C1C[O:40]CC1. The yield is 0.390.